This data is from Reaction yield outcomes from USPTO patents with 853,638 reactions. The task is: Predict the reaction yield, written as a fraction of the theoretical maximum amount of product (1.0 means a 100% yield; for example, 0.34 means a 34% yield). (1) The reactants are Br[C:2]1[CH:3]=[CH:4][C:5]2[O:14][C:13]3[CH2:12][CH2:11][N:10]([C:15]([O:17][C:18]([CH3:21])([CH3:20])[CH3:19])=[O:16])[CH2:9][C:8]=3[C:6]=2[CH:7]=1.[Cl:22][C:23]1[CH:24]=[C:25]([S:29]([O-:31])=[O:30])[CH:26]=[CH:27][CH:28]=1.[Na+]. No catalyst specified. The product is [Cl:22][C:23]1[CH:24]=[C:25]([S:29]([C:2]2[CH:3]=[CH:4][C:5]3[O:14][C:13]4[CH2:12][CH2:11][N:10]([C:15]([O:17][C:18]([CH3:21])([CH3:20])[CH3:19])=[O:16])[CH2:9][C:8]=4[C:6]=3[CH:7]=2)(=[O:31])=[O:30])[CH:26]=[CH:27][CH:28]=1. The yield is 0.260. (2) The reactants are Cl[C:2]([O:4][CH2:5][C:6]1[CH:11]=[CH:10][CH:9]=[CH:8][CH:7]=1)=[O:3].[NH2:12][C:13]1[CH:23]=[CH:22][C:16]2[CH2:17][CH2:18][NH:19][CH2:20][CH2:21][C:15]=2[CH:14]=1. The catalyst is C(Cl)Cl. The product is [NH2:12][C:13]1[CH:23]=[CH:22][C:16]2[CH2:17][CH2:18][N:19]([C:2]([O:4][CH2:5][C:6]3[CH:11]=[CH:10][CH:9]=[CH:8][CH:7]=3)=[O:3])[CH2:20][CH2:21][C:15]=2[CH:14]=1. The yield is 0.960. (3) The reactants are [Br:1][C:2]1[CH:15]=[C:14]2[CH2:16][C:11]3[C:12]4=[C:13]2[C:4](=[CH:5][CH:6]=[C:7]4[CH:8]=[C:9]([Br:17])[CH:10]=3)[CH:3]=1.C(Br)CCCCCCC.[OH-].[Na+]. The catalyst is C1(C)C=CC=CC=1.[Br-].C([N+](CCCC)(CCCC)CCCC)CCC.O. The product is [Br:1][C:2]1[CH:15]=[C:14]2[CH2:16][C:11]3[C:12]4[C:13]2=[C:4]([CH2:5][CH2:6][C:7]=4[CH:8]=[C:9]([Br:17])[CH:10]=3)[CH:3]=1. The yield is 0.800. (4) The reactants are CN1CC[N:5]([C:8]2[CH:13]=C[C:11]([NH:14][C:15]3[C:16]4N(N=CN=4)C(C4C=C(C(N)=O)SC=4)=CN=3)=[CH:10][CH:9]=2)CC1.[Br:32][C:33]1[N:38]2[N:39]=[CH:40][N:41]=[C:37]2[C:36](Br)=[N:35][CH:34]=1.C([N:46](CC)C(C)C)(C)C.[CH2:52]([OH:55])[CH2:53]C.C[CH:57]([OH:59])[CH3:58]. The catalyst is CCOCC. The product is [Br:32][C:33]1[N:38]2[N:39]=[CH:40][N:41]=[C:37]2[C:36]([NH:5][C:8]2[CH:9]=[CH:10][C:11]([N:14]3[CH2:15][CH2:16][O:55][CH2:52][CH2:53]3)=[C:58]([CH:13]=2)[C:57]([NH2:46])=[O:59])=[N:35][CH:34]=1. The yield is 0.730. (5) The reactants are C([N:3]([CH2:6]C)[CH2:4][CH3:5])C.[CH3:8][O:9][C:10]([C@@:12]1([CH3:22])[CH2:16]C[C@@H](C(O)=O)[C:13]1([CH3:21])[CH3:20])=[O:11].C1(P(N=[N+]=[N-])(C2C=CC=CC=2)=[O:30])C=CC=CC=1.[CH2:40]([OH:47])[C:41]1[CH:46]=[CH:45][CH:44]=[CH:43][CH:42]=1. The catalyst is C1(C)C=CC=CC=1.C1COCC1.C(OCC)(=O)C. The product is [CH2:40]([O:47][C:6]([NH:3][C@@H:4]1[CH2:5][CH2:22][C@:12]([CH3:16])([C:10]([O:9][CH3:8])=[O:11])[C:13]1([CH3:20])[CH3:21])=[O:30])[C:41]1[CH:46]=[CH:45][CH:44]=[CH:43][CH:42]=1. The yield is 0.634. (6) The reactants are [CH2:1]([O:3][C:4](=[O:17])[CH2:5][NH:6][CH2:7][CH2:8][CH2:9][N:10]1[CH2:15][CH2:14][N:13]([CH3:16])[CH2:12][CH2:11]1)[CH3:2].C(N(CC)CC)C.Br.[Br:26][C:27]1[CH:28]=[C:29]([CH2:34]Br)[C:30]([NH2:33])=[N:31][CH:32]=1. The catalyst is CN(C=O)C.O. The product is [CH2:1]([O:3][C:4](=[O:17])[CH2:5][N:6]([CH2:34][C:29]1[C:30]([NH2:33])=[N:31][CH:32]=[C:27]([Br:26])[CH:28]=1)[CH2:7][CH2:8][CH2:9][N:10]1[CH2:15][CH2:14][N:13]([CH3:16])[CH2:12][CH2:11]1)[CH3:2]. The yield is 0.160. (7) The catalyst is C1COCC1. The reactants are [Cl:1][C:2]1[CH:3]=[C:4]([C@:8]([C@@H:16]2[CH2:21][CH2:20][CH2:19][N:18]([C:22]([NH:24][CH:25]([CH2:38][C:39]3([OH:45])[CH2:44][CH2:43][CH2:42][CH2:41][CH2:40]3)[CH2:26][N:27](C)[C:28](OCC[Si](C)(C)C)=O)=[O:23])[CH2:17]2)([OH:15])[CH2:9][CH2:10][CH2:11][CH2:12][O:13][CH3:14])[CH:5]=[CH:6][CH:7]=1.[N+](CC)(CC)(CC)CC.[F-]. The yield is 0.710. The product is [Cl:1][C:2]1[CH:3]=[C:4]([C@:8]([C@@H:16]2[CH2:21][CH2:20][CH2:19][N:18]([C:22]([NH:24][CH:25]([CH2:38][C:39]3([OH:45])[CH2:40][CH2:41][CH2:42][CH2:43][CH2:44]3)[CH2:26][NH:27][CH3:28])=[O:23])[CH2:17]2)([OH:15])[CH2:9][CH2:10][CH2:11][CH2:12][O:13][CH3:14])[CH:5]=[CH:6][CH:7]=1. (8) The catalyst is O1CCOCC1. The product is [ClH:1].[C:2]([N:5]1[CH2:6][CH2:7][N:8]([C:11]2[O:12][C:13]3[C:18]([C:19](=[O:22])[C:20]=2[CH3:21])=[CH:17][CH:16]=[C:15]([OH:23])[C:14]=3[CH3:27])[CH2:9][CH2:10]1)(=[O:4])[CH3:3]. The reactants are [ClH:1].[C:2]([N:5]1[CH2:10][CH2:9][N:8]([C:11]2[O:12][C:13]3[C:18]([C:19](=[O:22])[C:20]=2[CH3:21])=[CH:17][CH:16]=[C:15]([O:23]COC)[C:14]=3[CH3:27])[CH2:7][CH2:6]1)(=[O:4])[CH3:3]. The yield is 0.630. (9) The reactants are [C:1]([O:9]CC)(=O)[CH2:2][C:3]([O:5][CH2:6][CH3:7])=[O:4].[H-].[Na+].[H][H].[CH2:16]([N:23]1[C:28]2[CH:29]=[CH:30][C:31]([Cl:33])=[CH:32][C:27]=2[C:26](=O)[O:25]C1=O)[C:17]1[CH:22]=[CH:21][CH:20]=[CH:19][CH:18]=1.Cl. The catalyst is CC(N(C)C)=O. The product is [CH2:6]([O:5][C:3]([C:2]1[C:1](=[O:9])[N:23]([CH2:16][C:17]2[CH:18]=[CH:19][CH:20]=[CH:21][CH:22]=2)[C:28]2[C:27]([C:26]=1[OH:25])=[CH:32][C:31]([Cl:33])=[CH:30][CH:29]=2)=[O:4])[CH3:7]. The yield is 0.860. (10) The reactants are Cl[C:2]([C:4]1[CH:13]=[CH:12][C:7]([C:8]([O:10][CH3:11])=[O:9])=[CH:6][CH:5]=1)=[O:3].[C:14]([C:18]1[CH:23]=[CH:22][C:21]([C:24]2NN=[N:26][N:25]=2)=[CH:20][CH:19]=1)([CH3:17])([CH3:16])[CH3:15].N1C=CC=CC=1. The catalyst is O. The product is [C:14]([C:18]1[CH:23]=[CH:22][C:21]([C:24]2[O:3][C:2]([C:4]3[CH:13]=[CH:12][C:7]([C:8]([O:10][CH3:11])=[O:9])=[CH:6][CH:5]=3)=[N:26][N:25]=2)=[CH:20][CH:19]=1)([CH3:17])([CH3:15])[CH3:16]. The yield is 0.920.